This data is from Forward reaction prediction with 1.9M reactions from USPTO patents (1976-2016). The task is: Predict the product of the given reaction. Given the reactants [C:1]([NH:5][S:6]([C:9]1[CH:14]=[CH:13][C:12]([N:15]2[C:19]([C:20]3[CH:25]=[CH:24][C:23]([O:26][CH3:27])=[C:22]([F:28])[CH:21]=3)=[CH:18][N:17]=[CH:16]2)=[CH:11][CH:10]=1)(=[O:8])=[O:7])([CH3:4])([CH3:3])[CH3:2].[Cl:29]N1C(=O)CCC1=O, predict the reaction product. The product is: [C:1]([NH:5][S:6]([C:9]1[CH:10]=[CH:11][C:12]([N:15]2[C:19]([C:20]3[CH:25]=[CH:24][C:23]([O:26][CH3:27])=[C:22]([F:28])[CH:21]=3)=[C:18]([Cl:29])[N:17]=[CH:16]2)=[CH:13][CH:14]=1)(=[O:7])=[O:8])([CH3:4])([CH3:3])[CH3:2].